Dataset: Full USPTO retrosynthesis dataset with 1.9M reactions from patents (1976-2016). Task: Predict the reactants needed to synthesize the given product. (1) Given the product [O:8]([C:7]1[CH:6]=[N:5][NH:4][C:3](=[O:15])[CH:2]=1)[C:9]1[CH:14]=[CH:13][CH:12]=[CH:11][CH:10]=1, predict the reactants needed to synthesize it. The reactants are: Cl[C:2]1[C:3](=[O:15])[NH:4][N:5]=[CH:6][C:7]=1[O:8][C:9]1[CH:14]=[CH:13][CH:12]=[CH:11][CH:10]=1.[OH-].[Na+].[H][H]. (2) The reactants are: [C:1]([C:5]1[N:10]=[C:9]([O:11][C:12]2[C:17]([CH3:18])=[CH:16][C:15]([CH3:19])=[CH:14][C:13]=2[CH3:20])[C:8]([C:21]([O:23]CC)=[O:22])=[CH:7][N:6]=1)([CH3:4])([CH3:3])[CH3:2].[OH-].[Na+].Cl. Given the product [C:1]([C:5]1[N:10]=[C:9]([O:11][C:12]2[C:17]([CH3:18])=[CH:16][C:15]([CH3:19])=[CH:14][C:13]=2[CH3:20])[C:8]([C:21]([OH:23])=[O:22])=[CH:7][N:6]=1)([CH3:4])([CH3:2])[CH3:3], predict the reactants needed to synthesize it. (3) The reactants are: [I:1][CH2:2][C@@H:3]1[CH2:7][CH2:6][N:5]([C:8]([O:10][C:11]([CH3:14])([CH3:13])[CH3:12])=[O:9])[CH2:4]1.OC[C@H]1CCN(C(OC(C)(C)C)=O)C1. Given the product [I:1][CH2:2][C@H:3]1[CH2:7][CH2:6][N:5]([C:8]([O:10][C:11]([CH3:14])([CH3:13])[CH3:12])=[O:9])[CH2:4]1, predict the reactants needed to synthesize it. (4) Given the product [NH2:9][C:3]1[N:4]=[CH:5][N:6]=[C:7]([NH:10][CH2:11][CH:12]2[CH2:13][CH2:14][N:15]([C:18](=[O:20])[CH2:42][Cl:41])[CH2:16][CH2:17]2)[C:2]=1[C:29]1[CH:30]=[CH:31][C:26]([O:25][C:32]2[CH:37]=[CH:36][CH:35]=[CH:34][CH:33]=2)=[CH:27][CH:28]=1, predict the reactants needed to synthesize it. The reactants are: Cl[C:2]1[C:3]([NH2:9])=[N:4][CH:5]=[N:6][C:7]=1Cl.[NH2:10][CH2:11][CH:12]1[CH2:17][CH2:16][N:15]([C:18]([O:20]C(C)(C)C)=O)[CH2:14][CH2:13]1.[O:25]([C:32]1[CH:37]=[CH:36][C:35](B(O)O)=[CH:34][CH:33]=1)[C:26]1[CH:31]=[CH:30][CH:29]=[CH:28][CH:27]=1.[Cl:41][CH2:42]C(Cl)=O.